This data is from Reaction yield outcomes from USPTO patents with 853,638 reactions. The task is: Predict the reaction yield, written as a fraction of the theoretical maximum amount of product (1.0 means a 100% yield; for example, 0.34 means a 34% yield). (1) The reactants are Cl[CH2:2][C:3]1[C:4]([N:9]2[CH2:13][CH2:12][C@H:11]([F:14])[CH2:10]2)=[N:5][CH:6]=[CH:7][CH:8]=1.[OH:15][C:16]1[C:25]2[C:24](=[O:26])[O:23][C:22]([CH3:28])([CH3:27])[O:21][C:20]=2[CH:19]=[CH:18][CH:17]=1.C(=O)([O-])[O-].[Cs+].[Cs+]. The catalyst is CN(C=O)C. The product is [F:14][C@H:11]1[CH2:12][CH2:13][N:9]([C:4]2[C:3]([CH2:2][O:15][C:16]3[C:25]4[C:24](=[O:26])[O:23][C:22]([CH3:28])([CH3:27])[O:21][C:20]=4[CH:19]=[CH:18][CH:17]=3)=[CH:8][CH:7]=[CH:6][N:5]=2)[CH2:10]1. The yield is 0.810. (2) The reactants are Br[C:2]1[C:3]([C:15]([OH:17])=[O:16])=[N:4][C:5]([C:8]2[CH:13]=[CH:12][CH:11]=[CH:10][C:9]=2[F:14])=[N:6][CH:7]=1.[OH-].[NH4+:19]. The catalyst is [O-]S([O-])(=O)=O.[Cu+2]. The product is [NH2:19][C:2]1[C:3]([C:15]([OH:17])=[O:16])=[N:4][C:5]([C:8]2[CH:13]=[CH:12][CH:11]=[CH:10][C:9]=2[F:14])=[N:6][CH:7]=1. The yield is 0.530. (3) The reactants are CO[CH2:3][N:4]([CH2:10][C:11]1[CH:16]=[CH:15][CH:14]=[CH:13][CH:12]=1)[CH2:5][Si](C)(C)C.[C:17]1([CH2:23][N:24]2[C:28](=[O:29])[CH:27]=[CH:26][C:25]2=[O:30])[CH:22]=[CH:21][CH:20]=[CH:19][CH:18]=1.C(O)(C(F)(F)F)=O. The catalyst is C(Cl)Cl. The product is [C:17]1([CH2:23][N:24]2[C:28](=[O:29])[CH:27]3[CH:26]([CH2:3][N:4]([CH2:10][C:11]4[CH:16]=[CH:15][CH:14]=[CH:13][CH:12]=4)[CH2:5]3)[C:25]2=[O:30])[CH:18]=[CH:19][CH:20]=[CH:21][CH:22]=1. The yield is 0.700.